Regression. Given two drug SMILES strings and cell line genomic features, predict the synergy score measuring deviation from expected non-interaction effect. From a dataset of NCI-60 drug combinations with 297,098 pairs across 59 cell lines. Drug 1: CCCCCOC(=O)NC1=NC(=O)N(C=C1F)C2C(C(C(O2)C)O)O. Drug 2: COC1=C2C(=CC3=C1OC=C3)C=CC(=O)O2. Cell line: KM12. Synergy scores: CSS=-2.63, Synergy_ZIP=-1.15, Synergy_Bliss=-6.06, Synergy_Loewe=-3.79, Synergy_HSA=-5.34.